From a dataset of Catalyst prediction with 721,799 reactions and 888 catalyst types from USPTO. Predict which catalyst facilitates the given reaction. (1) Reactant: [CH3:1][C:2]1([CH3:20])[CH2:7][CH2:6][CH2:5][N:4]([C:8]2[CH:13]=[CH:12][N:11]=[C:10]([NH:14][C:15]([NH:17][CH2:18][CH3:19])=[O:16])[CH:9]=2)[CH2:3]1.[Br:21]NC(=O)CCC(N)=O. Product: [Br:21][C:13]1[C:8]([N:4]2[CH2:5][CH2:6][CH2:7][C:2]([CH3:20])([CH3:1])[CH2:3]2)=[CH:9][C:10]([NH:14][C:15]([NH:17][CH2:18][CH3:19])=[O:16])=[N:11][CH:12]=1. The catalyst class is: 3. (2) Reactant: [OH:1][C:2]1[CH:3]=[C:4]([CH:10]=[CH:11][CH:12]=1)[C:5]([O:7][CH2:8][CH3:9])=[O:6].[CH2:13]=[C:14]([CH3:16])[CH3:15].S(=O)(=O)(O)O. Product: [C:14]([O:1][C:2]1[CH:3]=[C:4]([CH:10]=[CH:11][CH:12]=1)[C:5]([O:7][CH2:8][CH3:9])=[O:6])([CH3:16])([CH3:15])[CH3:13]. The catalyst class is: 4. (3) Reactant: [CH3:1][C:2]([CH3:7])([CH3:6])[C:3]([NH2:5])=[S:4].Br[CH:9]([CH:12]=O)[CH:10]=[O:11]. The catalyst class is: 14. Product: [C:2]([C:3]1[S:4][C:9]([CH:10]=[O:11])=[CH:12][N:5]=1)([CH3:7])([CH3:6])[CH3:1]. (4) Reactant: [C:1]1([CH2:7][CH2:8][CH2:9][CH2:10][OH:11])[CH:6]=[CH:5][CH:4]=[CH:3][CH:2]=1.[H-].[Na+].[Br:14][C:15]1[CH:16]=[CH:17][C:18](F)=[C:19]([CH:22]=1)[C:20]#[N:21].O. Product: [Br:14][C:15]1[CH:16]=[CH:17][C:18]([O:11][CH2:10][CH2:9][CH2:8][CH2:7][C:1]2[CH:6]=[CH:5][CH:4]=[CH:3][CH:2]=2)=[C:19]([CH:22]=1)[C:20]#[N:21]. The catalyst class is: 9. (5) Reactant: [C:1]1([CH2:7][CH2:8][CH2:9][C:10]([OH:12])=O)[CH:6]=[CH:5][CH:4]=[CH:3][CH:2]=1.O.ON1C2C=CC=CC=2N=N1.Cl.C(N=C=NCCCN(C)C)C.[CH2:36]([NH2:43])[C:37]1[CH:42]=[CH:41][CH:40]=[CH:39][CH:38]=1. Product: [CH2:36]([NH:43][C:10](=[O:12])[CH2:9][CH2:8][CH2:7][C:1]1[CH:2]=[CH:3][CH:4]=[CH:5][CH:6]=1)[C:37]1[CH:42]=[CH:41][CH:40]=[CH:39][CH:38]=1. The catalyst class is: 9. (6) Reactant: [CH:1]1([C@@H:4]([NH:11][C@@H](C2C=CC=CC=2)C)[C:5]2([OH:10])[CH2:9][CH:8]=[CH:7][CH2:6]2)[CH2:3][CH2:2]1. Product: [NH2:11][C@H:4]([CH:1]1[CH2:3][CH2:2]1)[C:5]1([OH:10])[CH2:9][CH2:8][CH2:7][CH2:6]1. The catalyst class is: 105.